From a dataset of Reaction yield outcomes from USPTO patents with 853,638 reactions. Predict the reaction yield, written as a fraction of the theoretical maximum amount of product (1.0 means a 100% yield; for example, 0.34 means a 34% yield). (1) The product is [Cl:1][C:2]1[C:11]2[C:6](=[CH:7][CH:8]=[C:9]([CH:12]=[O:13])[CH:10]=2)[N:5]=[CH:4][N:3]=1. The yield is 0.880. The reactants are [Cl:1][C:2]1[C:11]2[C:6](=[CH:7][CH:8]=[C:9]([CH2:12][OH:13])[CH:10]=2)[N:5]=[CH:4][N:3]=1.CC(OI1(OC(C)=O)(OC(C)=O)OC(=O)C2C=CC=CC1=2)=O. The catalyst is C(Cl)Cl. (2) The reactants are Cl.C(OC(=O)[NH:8][C@H:9]([C:12](=O)[NH:13][C:14]1[CH:19]=[CH:18][C:17]([F:20])=[C:16]([C:21]#[N:22])[C:15]=1[NH:23][C:24]1[CH:29]=[CH:28][CH:27]=[CH:26][CH:25]=1)[CH2:10][CH3:11])(C)(C)C. The catalyst is O1CCOCC1. The product is [NH2:8][C@H:9]([C:12]1[N:23]([C:24]2[CH:29]=[CH:28][CH:27]=[CH:26][CH:25]=2)[C:15]2[C:16]([C:21]#[N:22])=[C:17]([F:20])[CH:18]=[CH:19][C:14]=2[N:13]=1)[CH2:10][CH3:11]. The yield is 0.690. (3) The reactants are C(N(CC)CC)C.C(O)=O.[CH3:11][C@H:12]1[C:20]2[C:19]([N:21]3[CH2:26][CH2:25][N:24]([C:27]([O:29][C:30]([CH3:33])([CH3:32])[CH3:31])=[O:28])[CH2:23][CH2:22]3)=[N:18][CH:17]=[N:16][C:15]=2[C:14](=[O:34])[CH2:13]1.O[C@H]1C2N=CN=C(N3CCN(C(OC(C)(C)C)=O)CC3)C=2[C@H](C)C1. The catalyst is C(Cl)Cl. The product is [OH:34][C@@H:14]1[C:15]2[N:16]=[CH:17][N:18]=[C:19]([N:21]3[CH2:26][CH2:25][N:24]([C:27]([O:29][C:30]([CH3:33])([CH3:32])[CH3:31])=[O:28])[CH2:23][CH2:22]3)[C:20]=2[C@H:12]([CH3:11])[CH2:13]1. The yield is 0.953. (4) The catalyst is CN(C=O)C.C(OCC)C.CO.ClCCl. The reactants are [F:1][C:2]1[CH:7]=[CH:6][C:5]([C:8]2[S:12][C:11]([CH2:13][OH:14])=[N:10][C:9]=2[C:15]([OH:17])=O)=[CH:4][CH:3]=1.[F:18][C:19]1[C:27]2[N:26]=[C:25]([CH2:28][CH:29]3[CH2:34][CH2:33][CH2:32][CH2:31][NH:30]3)[NH:24][C:23]=2[CH:22]=[CH:21][C:20]=1[F:35].CCN=C=NCCCN(C)C.Cl.ON1C2C=CC=CC=2N=N1. The product is [F:18][C:19]1[C:27]2[N:26]=[C:25]([CH2:28][CH:29]3[CH2:34][CH2:33][CH2:32][CH2:31][N:30]3[C:15]([C:9]3[N:10]=[C:11]([CH2:13][OH:14])[S:12][C:8]=3[C:5]3[CH:4]=[CH:3][C:2]([F:1])=[CH:7][CH:6]=3)=[O:17])[NH:24][C:23]=2[CH:22]=[CH:21][C:20]=1[F:35]. The yield is 0.330. (5) The reactants are Br[C:2]1[C:7]([N+:8]([O-:10])=[O:9])=[CH:6][C:5]([S:11]([N:14]([CH3:16])[CH3:15])(=[O:13])=[O:12])=[C:4]([CH3:17])[CH:3]=1.[C:18]([Cu])#[N:19]. The catalyst is CN(C=O)C.O.C(OCC)(=O)C. The product is [C:18]([C:2]1[C:7]([N+:8]([O-:10])=[O:9])=[CH:6][C:5]([S:11]([N:14]([CH3:16])[CH3:15])(=[O:13])=[O:12])=[C:4]([CH3:17])[CH:3]=1)#[N:19]. The yield is 0.650. (6) The reactants are [CH2:1]([NH2:8])[C:2]1[CH:7]=[CH:6][CH:5]=[CH:4][CH:3]=1.C(O)(=O)C.[CH2:13]([O:20][CH2:21][C:22]1([CH2:30][O:31][CH2:32][C:33]2[CH:38]=[CH:37][CH:36]=[CH:35][CH:34]=2)[CH2:29][C:24]2([CH2:27][C:26](=O)[CH2:25]2)[CH2:23]1)[C:14]1[CH:19]=[CH:18][CH:17]=[CH:16][CH:15]=1.C([BH3-])#N.[Na+].C(=O)(O)[O-].[Na+]. The catalyst is ClCCl. The product is [CH2:1]([NH:8][CH:26]1[CH2:27][C:24]2([CH2:29][C:22]([CH2:30][O:31][CH2:32][C:33]3[CH:34]=[CH:35][CH:36]=[CH:37][CH:38]=3)([CH2:21][O:20][CH2:13][C:14]3[CH:19]=[CH:18][CH:17]=[CH:16][CH:15]=3)[CH2:23]2)[CH2:25]1)[C:2]1[CH:7]=[CH:6][CH:5]=[CH:4][CH:3]=1. The yield is 0.600. (7) The catalyst is ClCCCl.C([O-])(=O)C.[Cu+]. The yield is 0.470. The product is [Br:1][C:2]1[CH:3]=[CH:4][C:5](=[O:8])[N:6]([CH:9]2[CH2:11][CH2:10]2)[CH:7]=1. The reactants are [Br:1][C:2]1[CH:3]=[CH:4][C:5](=[O:8])[NH:6][CH:7]=1.[CH:9]1(B(O)O)[CH2:11][CH2:10]1.N1C=CC=CC=1C1C=CC=CN=1.C(=O)([O-])[O-].[Na+].[Na+].[Cl-].[NH4+].